The task is: Predict which catalyst facilitates the given reaction.. This data is from Catalyst prediction with 721,799 reactions and 888 catalyst types from USPTO. (1) Reactant: C([O:5][C:6]([C:8]1[CH:9]=[C:10]2[C:14](=[CH:15][CH:16]=1)[N:13]([CH2:17][C:18](=[O:35])[CH2:19][O:20][C:21]1[CH:26]=[CH:25][C:24]([CH2:27][CH2:28][CH2:29][CH2:30][CH2:31][CH2:32][CH2:33][CH3:34])=[CH:23][CH:22]=1)[CH:12]=[CH:11]2)=[O:7])(C)(C)C.FC(F)(F)C(O)=O. Product: [CH2:27]([C:24]1[CH:23]=[CH:22][C:21]([O:20][CH2:19][C:18](=[O:35])[CH2:17][N:13]2[C:14]3[C:10](=[CH:9][C:8]([C:6]([OH:7])=[O:5])=[CH:16][CH:15]=3)[CH:11]=[CH:12]2)=[CH:26][CH:25]=1)[CH2:28][CH2:29][CH2:30][CH2:31][CH2:32][CH2:33][CH3:34]. The catalyst class is: 4. (2) Reactant: [F:1][C:2]1[C:7]([OH:8])=[CH:6][N:5]=[C:4]2[NH:9][CH:10]=[CH:11][C:3]=12.[CH:12]([O-:14])=O.[NH4+:15].C[N:17]([CH:19]=O)[CH3:18]. Product: [F:1][C:2]1[C:7]([O:8][C:18]2[C:4]3=[C:3]([CH3:2])[C:12]([OH:14])=[CH:6][N:5]3[N:15]=[CH:19][N:17]=2)=[CH:6][N:5]=[C:4]2[NH:9][CH:10]=[CH:11][C:3]=12. The catalyst class is: 45. (3) Reactant: CN(C)C=O.F[C:7]1[CH:15]=[CH:14][C:10]([C:11]([OH:13])=[O:12])=[CH:9][C:8]=1[C:16]([F:19])([F:18])[F:17].[H-].[Na+].Cl.[CH2:23]([OH:27])[CH:24]([CH3:26])[CH3:25]. Product: [CH2:23]([O:27][C:7]1[CH:15]=[CH:14][C:10]([C:11]([OH:13])=[O:12])=[CH:9][C:8]=1[C:16]([F:19])([F:18])[F:17])[CH:24]([CH3:26])[CH3:25]. The catalyst class is: 4. (4) Reactant: [NH2:1][CH2:2][C:3]([N:5]1[CH2:9][C@H:8]([NH:10][C:11](=[O:18])[C:12]2[CH:17]=[CH:16][CH:15]=[CH:14][CH:13]=2)[CH2:7][C@H:6]1[C:19]([OH:21])=[O:20])=[O:4].C(N(CC)CC)C.[C:29](OC(=O)C)(=[O:31])[CH3:30]. Product: [C:29]([NH:1][CH2:2][C:3]([N:5]1[CH2:9][C@H:8]([NH:10][C:11](=[O:18])[C:12]2[CH:13]=[CH:14][CH:15]=[CH:16][CH:17]=2)[CH2:7][C@H:6]1[C:19]([OH:21])=[O:20])=[O:4])(=[O:31])[CH3:30]. The catalyst class is: 21. (5) Reactant: [F:1][C:2]([F:12])([F:11])[C:3]([NH:5][C@H:6]([CH3:10])[C:7](O)=[O:8])=[O:4].N1C=CC=CC=1.C(Cl)(=O)C([Cl:22])=O. Product: [F:1][C:2]([F:12])([F:11])[C:3]([NH:5][C@H:6]([CH3:10])[C:7]([Cl:22])=[O:8])=[O:4]. The catalyst class is: 4. (6) Reactant: [C:1]([N:5]1[CH2:25][CH2:24][CH2:23][C:8]2[CH:9]=[C:10]3[C:19]4[CH:18]=[C:17]([Br:20])[C:16]([O:21][CH3:22])=[CH:15][C:14]=4[CH2:13][CH2:12][N:11]3[C:7]=2[C:6]1=[O:26])([CH3:4])([CH3:3])[CH3:2].[Br:27]N1C(=O)CCC1=O. Product: [C:1]([N:5]1[CH2:25][CH2:24][CH2:23][C:8]2[C:9]([Br:27])=[C:10]3[C:19]4[CH:18]=[C:17]([Br:20])[C:16]([O:21][CH3:22])=[CH:15][C:14]=4[CH2:13][CH2:12][N:11]3[C:7]=2[C:6]1=[O:26])([CH3:4])([CH3:2])[CH3:3]. The catalyst class is: 18.